This data is from Catalyst prediction with 721,799 reactions and 888 catalyst types from USPTO. The task is: Predict which catalyst facilitates the given reaction. (1) Reactant: [CH2:1]([N:3]([CH2:13][CH3:14])[C:4]1[CH:11]=[CH:10][C:7]([CH:8]=[O:9])=[C:6]([OH:12])[CH:5]=1)[CH3:2].C(=O)([O-])[O-].[K+].[K+].[CH3:21][O:22][C:23]1[CH:30]=[CH:29][C:26]([CH2:27]Cl)=[CH:25][CH:24]=1. Product: [CH2:13]([N:3]([CH2:1][CH3:2])[C:4]1[CH:11]=[CH:10][C:7]([CH:8]=[O:9])=[C:6]([O:12][CH2:27][C:26]2[CH:29]=[CH:30][C:23]([O:22][CH3:21])=[CH:24][CH:25]=2)[CH:5]=1)[CH3:14]. The catalyst class is: 711. (2) Reactant: [C:1]([C:5]1[CH:6]=[C:7]([N:11]2[CH2:16][CH2:15][N:14]([CH3:17])[CH2:13][CH2:12]2)[CH:8]=[CH:9][CH:10]=1)([O:3]C)=[O:2].O.[OH-].[Li+].Cl. Product: [CH3:17][N:14]1[CH2:13][CH2:12][N:11]([C:7]2[CH:6]=[C:5]([CH:10]=[CH:9][CH:8]=2)[C:1]([OH:3])=[O:2])[CH2:16][CH2:15]1. The catalyst class is: 20. (3) Reactant: [CH2:1]([O:5][C:6]1[C:18]([F:19])=[C:17]2[C:9]([C:10]3[CH:11]=[CH:12][C:13]([OH:21])=[C:14]([F:20])[C:15]=3[CH2:16]2)=[CH:8][CH:7]=1)[CH2:2][CH2:3][CH3:4].Br[CH2:23][CH2:24][CH3:25].C(=O)([O-])[O-].[K+].[K+]. Product: [CH2:1]([O:5][C:6]1[CH:7]=[CH:8][C:9]2[C:10]3[C:15](=[C:14]([F:20])[C:13]([O:21][CH2:23][CH2:24][CH3:25])=[CH:12][CH:11]=3)[CH2:16][C:17]=2[C:18]=1[F:19])[CH2:2][CH2:3][CH3:4]. The catalyst class is: 21. (4) Reactant: [Br:1][C:2]1[CH:3]=[CH:4][C:5]2[O:9][C:8](=[O:10])[NH:7][C:6]=2[CH:11]=1.[CH2:12](I)[CH2:13][CH3:14].C(=O)([O-])[O-].[K+].[K+]. Product: [Br:1][C:2]1[CH:3]=[CH:4][C:5]2[O:9][C:8](=[O:10])[N:7]([CH2:12][CH2:13][CH3:14])[C:6]=2[CH:11]=1. The catalyst class is: 12. (5) Product: [CH:1]([O:14][CH2:15][CH2:16][C:17]1[CH2:18][CH2:19][N:20]([C:53]([O:55][CH3:56])=[O:54])[CH2:21][CH:22]=1)([C:8]1[CH:13]=[CH:12][CH:11]=[CH:10][CH:9]=1)[C:2]1[CH:3]=[CH:4][CH:5]=[CH:6][CH:7]=1. Reactant: [CH:1]([O:14][CH2:15][CH2:16][C:17]1[CH2:18][CH2:19][NH:20][CH2:21][CH:22]=1)([C:8]1[CH:13]=[CH:12][CH:11]=[CH:10][CH:9]=1)[C:2]1[CH:7]=[CH:6][CH:5]=[CH:4][CH:3]=1.C(OCCC1CCN(CC2C=CC=CC=2)CC=1)(C1C=CC=CC=1)C1C=CC=CC=1.Cl[C:53]([O:55][CH3:56])=[O:54]. The catalyst class is: 48. (6) Reactant: C[Si](C)(C)[CH:3]1[S:8][CH2:7][CH2:6][CH2:5][S:4]1.C([Li])CCC.[CH3:16][C:17]1([CH3:24])[CH2:22][CH2:21][C:20](=O)[CH2:19][CH2:18]1. Product: [CH3:16][C:17]1([CH3:24])[CH2:22][CH2:21][C:20](=[C:3]2[S:8][CH2:7][CH2:6][CH2:5][S:4]2)[CH2:19][CH2:18]1. The catalyst class is: 1. (7) The catalyst class is: 2. Reactant: [CH2:1]([Mg]Cl)[CH:2]=[CH2:3].C1COCC1.[CH3:11][CH2:12][CH2:13][CH2:14][CH2:15][CH2:16][CH2:17][CH2:18][CH2:19][CH2:20][CH2:21][CH:22]=[O:23].Cl. Product: [OH:23][CH:22]([CH2:21][CH2:20][CH2:19][CH2:18][CH2:17][CH2:16][CH2:15][CH2:14][CH2:13][CH2:12][CH3:11])[CH2:3][CH:2]=[CH2:1]. (8) Reactant: [NH2:1][C:2]1[CH:10]=[CH:9][CH:8]=[C:7]2[C:3]=1[C:4]([CH2:19][C:20]#[N:21])=[CH:5][N:6]2[CH2:11][C:12]([O:14][C:15]([CH3:18])([CH3:17])[CH3:16])=[O:13].[Cl:22]N1C(=O)CCC1=O. Product: [NH2:1][C:2]1[C:10]([Cl:22])=[CH:9][CH:8]=[C:7]2[C:3]=1[C:4]([CH2:19][C:20]#[N:21])=[CH:5][N:6]2[CH2:11][C:12]([O:14][C:15]([CH3:16])([CH3:17])[CH3:18])=[O:13]. The catalyst class is: 2. (9) Reactant: N#N.[CH3:3][C:4]([CH3:50])([CH2:46][CH2:47][CH:48]=[CH2:49])[CH2:5][O:6][C:7]([NH:9][C@H:10]([C:15]([N:17]1[CH2:30][C@H:29]([O:31][C:32]([C:34]2[N:35]([CH3:45])[C:36]3[C:41]([CH:42]=2)=[C:40](C=C)[CH:39]=[CH:38][CH:37]=3)=[O:33])[CH2:28][C@H:18]1[C:19]([O:21][CH2:22][CH2:23][Si:24]([CH3:27])([CH3:26])[CH3:25])=[O:20])=[O:16])C(C)(C)C)=[O:8]. Product: [CH3:50][C:4]1([CH3:3])[CH2:46][CH2:47][CH:48]=[CH:49][C:40]2[CH:39]=[CH:38][CH:37]=[C:36]3[N:35]([CH3:45])[C:34](=[CH:42][C:41]=23)[C:32](=[O:33])[O:31][C@H:29]2[CH2:30][N:17]([C@H:18]([C:19]([O:21][CH2:22][CH2:23][Si:24]([CH3:26])([CH3:27])[CH3:25])=[O:20])[CH2:28]2)[C:15](=[O:16])[CH2:10][NH:9][C:7](=[O:8])[O:6][CH2:5]1. The catalyst class is: 2. (10) Product: [I:15][CH2:2][CH2:3][CH2:4][CH2:5][CH2:6][C:7]([O:9][C:10]([CH3:13])([CH3:12])[CH3:11])=[O:8]. The catalyst class is: 21. Reactant: Br[CH2:2][CH2:3][CH2:4][CH2:5][CH2:6][C:7]([O:9][C:10]([CH3:13])([CH3:12])[CH3:11])=[O:8].[Na+].[I-:15].